This data is from Forward reaction prediction with 1.9M reactions from USPTO patents (1976-2016). The task is: Predict the product of the given reaction. (1) Given the reactants [NH:1]1[CH2:16][CH2:15][CH2:14][CH:3]([C:4]([O:6][CH2:7][C:8]2[CH:13]=[CH:12][CH:11]=[CH:10][CH:9]=2)=[O:5])[CH2:2]1.[CH3:17][O:18][C:19]([C:21]1[CH:22]=[C:23](OB(O)O)[CH:24]=[CH:25][CH:26]=1)=[O:20], predict the reaction product. The product is: [NH:1]1[CH2:16][CH2:15][CH2:14][CH:3]([C:4]([O:6][CH2:7][C:8]2([C:25]3[CH:24]=[CH:23][CH:22]=[C:21]([C:19]([O:18][CH3:17])=[O:20])[CH:26]=3)[CH:13]=[CH:12][CH:11]=[CH:10][CH2:9]2)=[O:5])[CH2:2]1. (2) Given the reactants [Cl:1][C:2]1[C:10]2[O:9][C:8]([C:11]3[CH:16]=[CH:15][C:14]([O:17]C)=[CH:13][CH:12]=3)=[C:7]([C:19]3[CH:23]=[CH:22][O:21][C:20]=3[C:24]#[N:25])[C:6]=2[CH:5]=[C:4]([O:26]C)[CH:3]=1.B(Br)(Br)Br, predict the reaction product. The product is: [Cl:1][C:2]1[C:10]2[O:9][C:8]([C:11]3[CH:12]=[CH:13][C:14]([OH:17])=[CH:15][CH:16]=3)=[C:7]([C:19]3[CH:23]=[CH:22][O:21][C:20]=3[C:24]#[N:25])[C:6]=2[CH:5]=[C:4]([OH:26])[CH:3]=1. (3) Given the reactants C([O:3][C:4](=[O:33])[CH:5]([S:22]([CH2:25][CH2:26][CH2:27][CH2:28][CH2:29][CH2:30][CH2:31][CH3:32])(=[O:24])=[O:23])[CH2:6][C:7]1[CH:12]=[CH:11][C:10]([O:13][CH2:14][CH2:15][N:16]2[CH2:21][CH2:20][CH2:19][CH2:18][CH2:17]2)=[CH:9][CH:8]=1)C.[OH-].[Na+], predict the reaction product. The product is: [CH2:25]([S:22]([CH:5]([CH2:6][C:7]1[CH:12]=[CH:11][C:10]([O:13][CH2:14][CH2:15][N:16]2[CH2:17][CH2:18][CH2:19][CH2:20][CH2:21]2)=[CH:9][CH:8]=1)[C:4]([OH:33])=[O:3])(=[O:24])=[O:23])[CH2:26][CH2:27][CH2:28][CH2:29][CH2:30][CH2:31][CH3:32].